This data is from CYP2D6 inhibition data for predicting drug metabolism from PubChem BioAssay. The task is: Regression/Classification. Given a drug SMILES string, predict its absorption, distribution, metabolism, or excretion properties. Task type varies by dataset: regression for continuous measurements (e.g., permeability, clearance, half-life) or binary classification for categorical outcomes (e.g., BBB penetration, CYP inhibition). Dataset: cyp2d6_veith. (1) The drug is CC(=O)Nc1ccc(Sc2ncccc2C(=O)Nc2ccc(F)cc2)cn1. The result is 0 (non-inhibitor). (2) The molecule is c1ccc(-c2ccccn2)nc1. The result is 0 (non-inhibitor). (3) The drug is COc1ncc2nc(-c3cc(F)cc(F)c3)c(=O)n(-c3ccccc3)c2n1. The result is 0 (non-inhibitor). (4) The result is 1 (inhibitor). The molecule is CN(C)Cc1ccccc1-c1ccc2ncnc(N3CCOCC3)c2c1. (5) The molecule is Cn1c(=O)c2[nH]c(-c3ccc(S(=O)(=O)O)cc3)nc2n(C)c1=O. The result is 0 (non-inhibitor). (6) The drug is N#C/C(=C\Nc1ccccn1)C(=O)c1ccco1. The result is 0 (non-inhibitor). (7) The molecule is COc1cc(/C=C(/C#N)C(=O)NCCc2c[nH]c3ccccc23)ccc1OCc1ccccc1F. The result is 0 (non-inhibitor). (8) The drug is CCN1CCC(O)([C@H](C(=O)O)c2ccccc2)CC1. The result is 0 (non-inhibitor).